From a dataset of Full USPTO retrosynthesis dataset with 1.9M reactions from patents (1976-2016). Predict the reactants needed to synthesize the given product. (1) Given the product [ClH:1].[NH2:2][CH2:3][C:4]1([C:5]([O:7][CH3:8])=[O:6])[CH2:11][CH2:9]1, predict the reactants needed to synthesize it. The reactants are: [ClH:1].[NH2:2][CH2:3][CH:4]([CH3:9])[C:5]([O:7][CH3:8])=[O:6].N[CH2:11]C1(C(O)=O)CC1. (2) Given the product [Br-:9].[Br-:8].[CH2:14]([N+:13]([CH2:18][CH3:19])([CH2:16][CH3:17])[CH2:12][CH2:11][CH2:10][N+:5]1[CH:6]=[CH:7][C:2]([CH3:1])=[CH:3][CH:4]=1)[CH3:15], predict the reactants needed to synthesize it. The reactants are: [CH3:1][C:2]1[CH:7]=[CH:6][N:5]=[CH:4][CH:3]=1.[Br-:8].[Br:9][CH2:10][CH2:11][CH2:12][N+:13]([CH2:18][CH3:19])([CH2:16][CH3:17])[CH2:14][CH3:15]. (3) The reactants are: Br[C:2]1[CH:7]=[CH:6][C:5]([N:8]2[CH2:13][CH2:12][O:11][CH:10]([CH3:14])[CH2:9]2)=[CH:4][CH:3]=1.[CH3:15][C:16]1([CH3:32])[C:20]([CH3:22])([CH3:21])[O:19][B:18]([B:18]2[O:19][C:20]([CH3:22])([CH3:21])[C:16]([CH3:32])([CH3:15])[O:17]2)[O:17]1.C([O-])(=O)C.[K+].CS(C)=O. Given the product [CH3:14][CH:10]1[O:11][CH2:12][CH2:13][N:8]([C:5]2[CH:6]=[CH:7][C:2]([B:18]3[O:19][C:20]([CH3:22])([CH3:21])[C:16]([CH3:32])([CH3:15])[O:17]3)=[CH:3][CH:4]=2)[CH2:9]1, predict the reactants needed to synthesize it. (4) Given the product [CH3:1][C:2]1[CH:19]=[CH:18][C:17]([CH3:20])=[CH:16][C:3]=1[CH2:4][O:5][CH:6]1[CH2:7][CH2:8][N:9]([S:12]([CH2:15][C:31](=[O:33])[CH3:32])(=[O:13])=[O:14])[CH2:10][CH2:11]1, predict the reactants needed to synthesize it. The reactants are: [CH3:1][C:2]1[CH:19]=[CH:18][C:17]([CH3:20])=[CH:16][C:3]=1[CH2:4][O:5][CH:6]1[CH2:11][CH2:10][N:9]([S:12]([CH3:15])(=[O:14])=[O:13])[CH2:8][CH2:7]1.[Li+].C[Si]([N-][Si](C)(C)C)(C)C.[C:31](Cl)(=[O:33])[CH3:32].[Cl-].[NH4+].